From a dataset of Forward reaction prediction with 1.9M reactions from USPTO patents (1976-2016). Predict the product of the given reaction. (1) Given the reactants [Br:1][C:2]1[CH:3]=[N+:4]([O-])[C:5]2[CH2:6][CH2:7][CH2:8][C:9]=2[CH:10]=1.FC(F)(F)C(OC(=O)C(F)(F)F)=[O:15], predict the reaction product. The product is: [Br:1][C:2]1[CH:3]=[N:4][C:5]2[CH:6]([OH:15])[CH2:7][CH2:8][C:9]=2[CH:10]=1. (2) Given the reactants Br[C:2]1[CH:3]=[N:4][C:5]([Cl:8])=[N:6][CH:7]=1.[C:9]([C:11]1[CH:12]=[C:13]([CH:15]=[CH:16][CH:17]=1)[NH2:14])#[CH:10], predict the reaction product. The product is: [Cl:8][C:5]1[N:4]=[CH:3][C:2]([C:10]#[C:9][C:11]2[CH:12]=[C:13]([NH2:14])[CH:15]=[CH:16][CH:17]=2)=[CH:7][N:6]=1. (3) Given the reactants C([O:5][C:6]([C:8]1([CH2:13][CH2:14][CH2:15][CH2:16][C:17](=[O:34])[CH2:18][CH2:19][CH2:20][CH2:21][C:22]2([C:27]([O:29]CCCC)=[O:28])[CH2:26][CH2:25][CH2:24][CH2:23]2)[CH2:12][CH2:11][CH2:10][CH2:9]1)=[O:7])CCC.O[Li].O, predict the reaction product. The product is: [C:27]([C:22]1([CH2:21][CH2:20][CH2:19][CH2:18][C:17](=[O:34])[CH2:16][CH2:15][CH2:14][CH2:13][C:8]2([C:6]([OH:7])=[O:5])[CH2:12][CH2:11][CH2:10][CH2:9]2)[CH2:23][CH2:24][CH2:25][CH2:26]1)([OH:29])=[O:28].